Regression. Given a peptide amino acid sequence and an MHC pseudo amino acid sequence, predict their binding affinity value. This is MHC class II binding data. From a dataset of Peptide-MHC class II binding affinity with 134,281 pairs from IEDB. (1) The peptide sequence is SSMVEAMVSRARIDA. The binding affinity (normalized) is 0.203. The MHC is DRB1_0401 with pseudo-sequence DRB1_0401. (2) The peptide sequence is FVVTGRVYCDPCRAG. The MHC is DRB3_0202 with pseudo-sequence DRB3_0202. The binding affinity (normalized) is 0.189.